This data is from Full USPTO retrosynthesis dataset with 1.9M reactions from patents (1976-2016). The task is: Predict the reactants needed to synthesize the given product. (1) The reactants are: [C:1]([C:5]1[N:6]=[C:7]([NH:10][C:11]([C:13]2[CH:46]=[CH:45][N:16]3[C:17](=[O:44])[C:18](/[CH:35]=[CH:36]/[C:37]([O:39]C(C)(C)C)=[O:38])=[C:19]([N:21]4[CH2:26][CH2:25][CH:24]([O:27][C:28]([NH2:30])=[O:29])[CH:23]([O:31][C:32]([NH2:34])=[O:33])[CH2:22]4)[N:20]=[C:15]3[CH:14]=2)=[O:12])[S:8][CH:9]=1)([CH3:4])([CH3:3])[CH3:2].Cl. Given the product [C:1]([C:5]1[N:6]=[C:7]([NH:10][C:11]([C:13]2[CH:46]=[CH:45][N:16]3[C:17](=[O:44])[C:18](/[CH:35]=[CH:36]/[C:37]([OH:39])=[O:38])=[C:19]([N:21]4[CH2:26][CH2:25][CH:24]([O:27][C:28]([NH2:30])=[O:29])[CH:23]([O:31][C:32]([NH2:34])=[O:33])[CH2:22]4)[N:20]=[C:15]3[CH:14]=2)=[O:12])[S:8][CH:9]=1)([CH3:4])([CH3:2])[CH3:3], predict the reactants needed to synthesize it. (2) Given the product [CH3:33][NH:32][C:30]([C:25]1[C:24]([C:9]2[CH:17]=[C:16]([C:18]([F:19])([F:20])[F:21])[CH:15]=[C:14]3[C:10]=2[CH:11]=[N:12][NH:13]3)=[CH:29][N:28]=[CH:27][N:26]=1)=[O:31], predict the reactants needed to synthesize it. The reactants are: CC1(C)C(C)(C)OB([C:9]2[CH:17]=[C:16]([C:18]([F:21])([F:20])[F:19])[CH:15]=[C:14]3[C:10]=2[CH:11]=[N:12][NH:13]3)O1.Br[C:24]1[C:25]([C:30]([NH:32][CH3:33])=[O:31])=[N:26][CH:27]=[N:28][CH:29]=1.O.